Dataset: Forward reaction prediction with 1.9M reactions from USPTO patents (1976-2016). Task: Predict the product of the given reaction. (1) Given the reactants [CH3:1][O:2][O:3][P:4](OCCOC(N1C2C(=CC=CC=2)/C(=C/C2NC(C)=CC=2C)/C1=O)=O)([O:6][O:7][CH3:8])=[O:5].[OH:33][CH2:34][CH2:35][CH2:36][O:37][C:38]([N:40]1[C:48]2[C:43](=[CH:44][CH:45]=[CH:46][CH:47]=2)/[C:42](=[CH:49]/[C:50]2[NH:51][C:52]([CH3:56])=[CH:53][C:54]=2[CH3:55])/[C:41]1=[O:57])=[O:39], predict the reaction product. The product is: [CH3:1][O:2][O:3][P:4]([O:33][CH2:34][CH2:35][CH2:36][O:37][C:38]([N:40]1[C:48]2[C:43](=[CH:44][CH:45]=[CH:46][CH:47]=2)/[C:42](=[CH:49]/[C:50]2[NH:51][C:52]([CH3:56])=[CH:53][C:54]=2[CH3:55])/[C:41]1=[O:57])=[O:39])([O:6][O:7][CH3:8])=[O:5]. (2) Given the reactants C([O:8][C:9]1[C:10]([C:25]([NH:27][OH:28])=[O:26])=[N:11][CH:12]=[C:13]([C:16](=[O:24])[C:17]2[CH:22]=[CH:21][C:20]([F:23])=[CH:19][CH:18]=2)[C:14]=1[CH3:15])C1C=CC=CC=1, predict the reaction product. The product is: [F:23][C:20]1[CH:19]=[CH:18][C:17]([C:16]([C:13]2[C:14]([CH3:15])=[C:9]([OH:8])[C:10]([C:25]([NH:27][OH:28])=[O:26])=[N:11][CH:12]=2)=[O:24])=[CH:22][CH:21]=1. (3) Given the reactants ClC1C=C(OC2C(C(N3C4C(=CC=CC=4)N(C4CC4)CC3)=O)=CC=CN=2)C(Cl)=CC=1C=CC(O)=O.[Cl:36][C:37]1[CH:42]=[C:41]([O:43][C:44]2[C:49]([C:50]([N:52]3[C:61]4[C:56](=[CH:57][CH:58]=[CH:59][CH:60]=4)[N:55]([CH:62]4[CH2:64][CH2:63]4)[CH2:54][CH2:53]3)=[O:51])=[CH:48][CH:47]=[CH:46][N:45]=2)[C:40]([Cl:65])=[CH:39][C:38]=1[CH:66]=[CH:67][CH2:68][C:69]([OH:71])=[O:70], predict the reaction product. The product is: [Cl:36][C:37]1[CH:42]=[C:41]([O:43][C:44]2[C:49]([C:50]([N:52]3[C:61]4[C:56](=[CH:57][CH:58]=[CH:59][CH:60]=4)[N:55]([CH:62]4[CH2:63][CH2:64]4)[CH2:54][CH2:53]3)=[O:51])=[CH:48][CH:47]=[CH:46][N:45]=2)[C:40]([Cl:65])=[CH:39][C:38]=1[CH2:66][CH2:67][CH2:68][C:69]([OH:71])=[O:70]. (4) Given the reactants [CH3:1][C:2]1[CH:3]=[C:4]([CH:9]=[CH:10][C:11]=1[N:12]1[CH2:17][CH2:16][O:15][CH2:14][CH2:13]1)[C:5]([O:7]C)=[O:6].[OH-].[Li+], predict the reaction product. The product is: [CH3:1][C:2]1[CH:3]=[C:4]([CH:9]=[CH:10][C:11]=1[N:12]1[CH2:13][CH2:14][O:15][CH2:16][CH2:17]1)[C:5]([OH:7])=[O:6]. (5) Given the reactants Cl[C:2]1[N:7]=[CH:6][C:5]([F:8])=[CH:4][N:3]=1.C(=O)([O-])[O-].[K+].[K+].[NH:15]1[CH2:20][CH2:19][NH:18][CH2:17][CH2:16]1, predict the reaction product. The product is: [F:8][C:5]1[CH:4]=[N:3][C:2]([N:15]2[CH2:20][CH2:19][NH:18][CH2:17][CH2:16]2)=[N:7][CH:6]=1. (6) Given the reactants [NH2:1][C@@H:2]([CH:47]([CH3:49])[CH3:48])[C:3]([NH:5][C@@H:6]([CH2:40][CH2:41][CH2:42][NH:43][C:44]([NH2:46])=[O:45])[C:7]([NH:9][C:10]1[CH:39]=[CH:38][C:13]([CH2:14][O:15][C:16]2[C:17]3[CH:37]=[CH:36][CH:35]=[CH:34][C:18]=3[C:19]3[C@H:20]([CH2:32][Cl:33])[CH2:21][N:22]([C:25]([O:27][C:28]([CH3:31])([CH3:30])[CH3:29])=[O:26])[C:23]=3[CH:24]=2)=[CH:12][CH:11]=1)=[O:8])=[O:4].[O:50]=[C:51]1[CH:55]=[CH:54][C:53](=[O:56])[N:52]1[CH2:57][CH2:58][CH2:59][CH2:60][CH2:61][C:62](ON1C(=O)CCC1=O)=[O:63].CCN(C(C)C)C(C)C, predict the reaction product. The product is: [Cl:33][CH2:32][C@H:20]1[C:19]2[C:18]3[CH:34]=[CH:35][CH:36]=[CH:37][C:17]=3[C:16]([O:15][CH2:14][C:13]3[CH:12]=[CH:11][C:10]([NH:9][C:7](=[O:8])[C@@H:6]([NH:5][C:3](=[O:4])[C@@H:2]([NH:1][C:62](=[O:63])[CH2:61][CH2:60][CH2:59][CH2:58][CH2:57][N:52]4[C:53](=[O:56])[CH:54]=[CH:55][C:51]4=[O:50])[CH:47]([CH3:49])[CH3:48])[CH2:40][CH2:41][CH2:42][NH:43][C:44]([NH2:46])=[O:45])=[CH:39][CH:38]=3)=[CH:24][C:23]=2[N:22]([C:25]([O:27][C:28]([CH3:31])([CH3:30])[CH3:29])=[O:26])[CH2:21]1. (7) Given the reactants [C:1]([C:4]1[C:5]([CH3:13])=[C:6]([C:11]#[N:12])[S:7][C:8]=1[S:9][CH3:10])(=[O:3])[CH3:2].[CH3:14][N:15]([CH:17](OC)OC)[CH3:16], predict the reaction product. The product is: [CH3:14][N:15]([CH3:17])[CH:16]=[CH:2][C:1]([C:4]1[C:5]([CH3:13])=[C:6]([C:11]#[N:12])[S:7][C:8]=1[S:9][CH3:10])=[O:3]. (8) Given the reactants [NH2:1][C@@H:2]1[CH2:7][CH2:6][C@H:5]([C:8]([OH:10])=[O:9])[CH2:4][CH2:3]1.[C:11]([O:15][C:16](O[C:16]([O:15][C:11]([CH3:14])([CH3:13])[CH3:12])=[O:17])=[O:17])([CH3:14])([CH3:13])[CH3:12].C(=O)(O)[O-].[Na+].OS([O-])(=O)=O.[K+], predict the reaction product. The product is: [C:11]([O:15][C:16]([NH:1][C@@H:2]1[CH2:7][CH2:6][C@H:5]([C:8]([OH:10])=[O:9])[CH2:4][CH2:3]1)=[O:17])([CH3:14])([CH3:13])[CH3:12]. (9) Given the reactants [O:1]1[CH2:6][CH:5]=[C:4]([C:7]2[CH:20]=[C:19]([F:21])[C:18]3[O:17][C:16]4[C:11](=[CH:12][C:13]([NH2:22])=[CH:14][CH:15]=4)[C@@:10]4([CH2:27][CH2:26][O:25][C:24]([NH2:28])=[N:23]4)[C:9]=3[CH:8]=2)[CH2:3][CH2:2]1.[CH3:29][O:30][C:31]1[N:32]=[CH:33][C:34]([C:37](O)=[O:38])=[N:35][CH:36]=1.[Cl-].COC1N=C(OC)N=C([N+]2(C)CCOCC2)N=1, predict the reaction product. The product is: [NH2:28][C:24]1[O:25][CH2:26][CH2:27][C@@:10]2([N:23]=1)[C:9]1[CH:8]=[C:7]([C:4]3[CH2:3][CH2:2][O:1][CH2:6][CH:5]=3)[CH:20]=[C:19]([F:21])[C:18]=1[O:17][C:16]1[C:11]2=[CH:12][C:13]([NH:22][C:37]([C:34]2[CH:33]=[N:32][C:31]([O:30][CH3:29])=[CH:36][N:35]=2)=[O:38])=[CH:14][CH:15]=1.